From a dataset of Full USPTO retrosynthesis dataset with 1.9M reactions from patents (1976-2016). Predict the reactants needed to synthesize the given product. (1) Given the product [O-:19][S:16]([C:15]([F:22])([F:21])[F:14])(=[O:18])=[O:17].[N:4]1([S:1]([N:9]2[CH:13]=[CH:12][N+:11]([CH3:15])=[CH:10]2)(=[O:2])=[O:3])[CH:8]=[CH:7][N:6]=[CH:5]1, predict the reactants needed to synthesize it. The reactants are: [S:1]([N:9]1[CH:13]=[CH:12][N:11]=[CH:10]1)([N:4]1[CH:8]=[CH:7][N:6]=[CH:5]1)(=[O:3])=[O:2].[F:14][C:15]([F:22])([F:21])[S:16]([O:19]C)(=[O:18])=[O:17]. (2) Given the product [CH:8]([C:11]1[CH:16]=[CH:15][N:14]2[C:17]([C:20]3[CH:29]=[CH:28][C:27]4[C:22](=[C:23]([N:30]5[CH2:31][CH2:32][CH:33]([CH2:36][NH:37][C:38](=[O:44])[O:39][C:40]([CH3:42])([CH3:41])[CH3:43])[CH2:34][CH2:35]5)[CH:24]=[CH:25][CH:26]=4)[N:21]=3)=[N:18][N:19]=[C:13]2[CH:12]=1)=[O:7], predict the reactants needed to synthesize it. The reactants are: I([O-])(=O)(=O)=O.[Na+].[OH:7][CH:8]([C:11]1[CH:16]=[CH:15][N:14]2[C:17]([C:20]3[CH:29]=[CH:28][C:27]4[C:22](=[C:23]([N:30]5[CH2:35][CH2:34][CH:33]([CH2:36][NH:37][C:38](=[O:44])[O:39][C:40]([CH3:43])([CH3:42])[CH3:41])[CH2:32][CH2:31]5)[CH:24]=[CH:25][CH:26]=4)[N:21]=3)=[N:18][N:19]=[C:13]2[CH:12]=1)CO.